This data is from Full USPTO retrosynthesis dataset with 1.9M reactions from patents (1976-2016). The task is: Predict the reactants needed to synthesize the given product. Given the product [Cl:8][CH2:9][CH2:10][NH:11][C:12]([NH:1][CH:2]1[CH2:7][CH2:6][O:5][CH2:4][CH2:3]1)=[O:13], predict the reactants needed to synthesize it. The reactants are: [NH2:1][CH:2]1[CH2:7][CH2:6][O:5][CH2:4][CH2:3]1.[Cl:8][CH2:9][CH2:10][N:11]=[C:12]=[O:13].C1(C)C=CC=CC=1.